From a dataset of Reaction yield outcomes from USPTO patents with 853,638 reactions. Predict the reaction yield, written as a fraction of the theoretical maximum amount of product (1.0 means a 100% yield; for example, 0.34 means a 34% yield). (1) The reactants are C[O:2][C:3](=[O:30])[C:4]1[C:5](=[C:10]([NH:14][C:15]2[CH:20]=[CH:19][C:18]([O:21][CH3:22])=[CH:17][C:16]=2[O:23][C:24]2[CH:29]=[CH:28][CH:27]=[CH:26][CH:25]=2)[CH:11]=[CH:12][CH:13]=1)[C:6]([O:8]C)=[O:7].[OH-].[Na+]. The catalyst is C(O)C. The product is [CH3:22][O:21][C:18]1[CH:19]=[CH:20][C:15]([NH:14][C:10]2[CH:11]=[CH:12][CH:13]=[C:4]([C:3]([OH:30])=[O:2])[C:5]=2[C:6]([OH:8])=[O:7])=[C:16]([O:23][C:24]2[CH:29]=[CH:28][CH:27]=[CH:26][CH:25]=2)[CH:17]=1. The yield is 0.930. (2) The reactants are [C:1]([O:5][C:6]([N:8]1[CH2:12][CH2:11][CH2:10][C@H:9]1[CH2:13][O:14][C:15]1[CH:20]=[CH:19][C:18]([C:21](=[O:28])[C:22]2[CH:27]=[CH:26][CH:25]=[CH:24][CH:23]=2)=[CH:17][N:16]=1)=[O:7])([CH3:4])([CH3:3])[CH3:2].[BH4-].[Na+]. The catalyst is CCO.O. The product is [C:1]([O:5][C:6]([N:8]1[CH2:12][CH2:11][CH2:10][C@H:9]1[CH2:13][O:14][C:15]1[CH:20]=[CH:19][C:18]([CH:21]([OH:28])[C:22]2[CH:27]=[CH:26][CH:25]=[CH:24][CH:23]=2)=[CH:17][N:16]=1)=[O:7])([CH3:4])([CH3:2])[CH3:3]. The yield is 0.901. (3) The reactants are [Cl:1][C:2]1[CH:3]=[C:4]([CH:8]=[C:9]([Cl:12])[C:10]=1[OH:11])[C:5]([OH:7])=O.[CH2:13]1[C@H:22]2[C@H:17]([CH2:18][CH2:19][C:20]3[CH:26]=[CH:25][CH:24]=[CH:23][C:21]=32)[NH:16][CH2:15][CH2:14]1.F[P-](F)(F)(F)(F)F.N1(OC(N(C)C)=[N+](C)C)C2N=CC=CC=2N=N1. No catalyst specified. The product is [Cl:12][C:9]1[CH:8]=[C:4]([C:5]([N:16]2[C@@H:17]3[C@@H:22]([C:21]4[CH:23]=[CH:24][CH:25]=[CH:26][C:20]=4[CH2:19][CH2:18]3)[CH2:13][CH2:14][CH2:15]2)=[O:7])[CH:3]=[C:2]([Cl:1])[C:10]=1[OH:11]. The yield is 0.260. (4) The reactants are [CH3:1][O:2][C:3]1[C:7]([C:8](O)=[O:9])=[CH:6][N:5]([C:11]2[CH:12]=[N:13][C:14]([C:17]([F:20])([F:19])[F:18])=[N:15][CH:16]=2)[N:4]=1.C[N:22](C(ON1N=NC2C=CC=NC1=2)=[N+](C)C)C.F[P-](F)(F)(F)(F)F.CCN(C(C)C)C(C)C.[NH4+].[Cl-]. The catalyst is CN(C)C=O.O. The product is [CH3:1][O:2][C:3]1[C:7]([C:8]([NH2:22])=[O:9])=[CH:6][N:5]([C:11]2[CH:12]=[N:13][C:14]([C:17]([F:20])([F:19])[F:18])=[N:15][CH:16]=2)[N:4]=1. The yield is 0.750. (5) The reactants are [CH3:1][O:2][C:3]1[CH:28]=[CH:27][C:6]([CH2:7][N:8]2[C:13]3[N:14]=[CH:15][C:16]([CH2:18][O:19]COC)=[CH:17][C:12]=3[C:11]3=[N:23][CH:24]=[N:25][N:10]3[C:9]2=[O:26])=[CH:5][CH:4]=1.Cl. The catalyst is CO. The product is [OH:19][CH2:18][C:16]1[CH:15]=[N:14][C:13]2[N:8]([CH2:7][C:6]3[CH:5]=[CH:4][C:3]([O:2][CH3:1])=[CH:28][CH:27]=3)[C:9](=[O:26])[N:10]3[N:25]=[CH:24][N:23]=[C:11]3[C:12]=2[CH:17]=1. The yield is 0.590. (6) The reactants are Cl.[Cl:2][CH2:3][CH2:4][NH:5][CH2:6][CH2:7][Cl:8].[OH-].[Na+].[C:11]([O:15][C:16](O[C:16]([O:15][C:11]([CH3:14])([CH3:13])[CH3:12])=[O:17])=[O:17])([CH3:14])([CH3:13])[CH3:12]. The catalyst is ClCCl. The product is [Cl:2][CH2:3][CH2:4][N:5]([CH2:6][CH2:7][Cl:8])[C:16](=[O:17])[O:15][C:11]([CH3:14])([CH3:13])[CH3:12]. The yield is 0.580.